The task is: Predict the reaction yield, written as a fraction of the theoretical maximum amount of product (1.0 means a 100% yield; for example, 0.34 means a 34% yield).. This data is from Reaction yield outcomes from USPTO patents with 853,638 reactions. (1) The reactants are Br[C:2]1[CH:3]=[C:4]([NH:24][CH2:25][CH2:26][C:27]([F:30])([F:29])[F:28])[C:5]2[N:6]([C:8]([C:11]3[CH:22]=[CH:21][C:14]([C:15]([NH:17][CH:18]4[CH2:20][CH2:19]4)=[O:16])=[C:13]([CH3:23])[CH:12]=3)=[CH:9][N:10]=2)[CH:7]=1.[OH:31][CH2:32][C:33]1[CH:38]=[CH:37][CH:36]=[CH:35][C:34]=1B(O)O.C(=O)([O-])[O-].[K+].[K+]. The catalyst is C1C=CC(P(C2C=CC=CC=2)[C-]2C=CC=C2)=CC=1.C1C=CC(P(C2C=CC=CC=2)[C-]2C=CC=C2)=CC=1.Cl[Pd]Cl.[Fe+2].CN1C(=O)CCC1. The product is [CH:18]1([NH:17][C:15](=[O:16])[C:14]2[CH:21]=[CH:22][C:11]([C:8]3[N:6]4[CH:7]=[C:2]([C:34]5[CH:35]=[CH:36][CH:37]=[CH:38][C:33]=5[CH2:32][OH:31])[CH:3]=[C:4]([NH:24][CH2:25][CH2:26][C:27]([F:30])([F:29])[F:28])[C:5]4=[N:10][CH:9]=3)=[CH:12][C:13]=2[CH3:23])[CH2:20][CH2:19]1. The yield is 0.550. (2) The catalyst is [Cu](I)I.Cl[Pd](Cl)([P](C1C=CC=CC=1)(C1C=CC=CC=1)C1C=CC=CC=1)[P](C1C=CC=CC=1)(C1C=CC=CC=1)C1C=CC=CC=1.O.N1C=CC=CC=1. The yield is 0.980. The product is [CH3:15][O:14][C:12]([C:11]1[CH:16]=[C:7]([C:39]#[C:40][CH:41]([CH3:36])[CH2:43][OH:47])[CH:8]=[C:9]([C:17]([O:19][CH3:20])=[O:18])[CH:10]=1)=[O:13]. The reactants are FC(F)(F)S(O[C:7]1[CH:8]=[C:9]([C:17]([O:19][CH3:20])=[O:18])[CH:10]=[C:11]([CH:16]=1)[C:12]([O:14][CH3:15])=[O:13])(=O)=O.[C:40]1(P([C:36]2[CH:41]=[CH:40][CH:39]=CC=2)[C:40]2[CH:39]=CC=[CH:36][CH:41]=2)[CH:39]=CC=[CH:36][CH:41]=1.C[C:43]([OH:47])(C)C#C.C(N(CC)CC)C. (3) The reactants are [CH3:1][O:2][C:3]([NH:5][C@H:6]([C:10]([N:12]1[CH:16]([C:17](O)=[O:18])[CH2:15][C:14]2([CH2:24][CH2:23][S:22](=[O:26])(=[O:25])[CH2:21][CH2:20]2)[CH2:13]1)=[O:11])[CH:7]([CH3:9])[CH3:8])=[O:4].C1C2(OCCCO2)C[C@@H](C2NC=C([C:42]3[CH:47]=[CH:46][C:45]([C:48]4[CH:53]=[CH:52][C:51]([C:54]5[N:55]=[C:56]([C@@H:59]6[CH2:63][CH2:62][CH2:61][N:60]6[C:64]([C@@H:66]([NH:70][C:71](=[O:74])[O:72][CH3:73])[CH:67]([CH3:69])[CH3:68])=[O:65])[NH:57][CH:58]=5)=[CH:50][CH:49]=4)=[CH:44][CH:43]=3)N=2)N1. No catalyst specified. The product is [CH3:68][CH:67]([CH3:69])[C@H:66]([NH:70][C:71](=[O:74])[O:72][CH3:73])[C:64]([N:60]1[CH2:61][CH2:62][CH2:63][C@H:59]1[C:56]1[NH:57][CH:58]=[C:54]([C:51]2[CH:50]=[CH:49][C:48]([C:45]3[CH:44]=[CH:43][C:42]([C:10](=[O:11])[CH2:6][NH:5][C:17]([CH:16]4[CH2:15][C:14]5([CH2:20][CH2:21][S:22](=[O:26])(=[O:25])[CH2:23][CH2:24]5)[CH2:13][N:12]4[C:10](=[O:11])[C@@H:6]([NH:5][C:3]([O:2][CH3:1])=[O:4])[CH:7]([CH3:9])[CH3:8])=[O:18])=[CH:47][CH:46]=3)=[CH:53][CH:52]=2)[N:55]=1)=[O:65]. The yield is 0.490. (4) The reactants are C1C=CC(P(C2C=CC=CC=2)C2C=CC=CC=2)=CC=1.II.[CH2:22]([O:29][N:30]1[C:36](=[O:37])[N:35]2[CH2:38][C@H:31]1[CH2:32][CH2:33][C@H:34]2[C:39]([NH:41][NH:42][C:43](=O)[CH2:44][CH2:45][CH2:46][NH:47][C:48](=[O:54])[O:49][C:50]([CH3:53])([CH3:52])[CH3:51])=[O:40])[C:23]1[CH:28]=[CH:27][CH:26]=[CH:25][CH:24]=1. The catalyst is C(Cl)Cl. The product is [CH2:22]([O:29][N:30]1[C:36](=[O:37])[N:35]2[CH2:38][C@H:31]1[CH2:32][CH2:33][C@H:34]2[C:39]1[O:40][C:43]([CH2:44][CH2:45][CH2:46][NH:47][C:48](=[O:54])[O:49][C:50]([CH3:52])([CH3:53])[CH3:51])=[N:42][N:41]=1)[C:23]1[CH:28]=[CH:27][CH:26]=[CH:25][CH:24]=1. The yield is 0.860. (5) The catalyst is ClCCl. The yield is 0.268. The product is [O:1]=[C:2]1[CH2:3][C:4]([C:8]2[CH:9]=[N:10][CH:11]=[C:12]([C:14]([F:17])([F:15])[F:16])[CH:13]=2)([C:6]#[N:7])[CH2:5]1. The reactants are [OH:1][CH:2]1[CH2:5][C:4]([C:8]2[CH:9]=[N:10][CH:11]=[C:12]([C:14]([F:17])([F:16])[F:15])[CH:13]=2)([C:6]#[N:7])[CH2:3]1.CC(OI1(OC(C)=O)(OC(C)=O)OC(=O)C2C=CC=CC1=2)=O.[O-]S([O-])(=S)=O.[Na+].[Na+]. (6) The product is [C:18]([Si:15]([CH3:17])([CH3:16])[O:14][CH2:13][CH2:12][N:6]1[CH:7]=[CH:8][C:4]([N+:1]([O-:3])=[O:2])=[N:5]1)([CH3:21])([CH3:20])[CH3:19]. The yield is 0.840. The catalyst is CN(C)C=O.C(OCC)(=O)C. The reactants are [N+:1]([C:4]1[CH:8]=[CH:7][NH:6][N:5]=1)([O-:3])=[O:2].[H-].[Na+].Br[CH2:12][CH2:13][O:14][Si:15]([C:18]([CH3:21])([CH3:20])[CH3:19])([CH3:17])[CH3:16].